Dataset: Full USPTO retrosynthesis dataset with 1.9M reactions from patents (1976-2016). Task: Predict the reactants needed to synthesize the given product. (1) Given the product [I:9][C:6]1[S:5][C:4]([C:1](=[O:3])[CH:2]=[CH:16][C:15]2[CH:18]=[CH:19][C:12]([N:11]([CH3:20])[CH3:10])=[CH:13][CH:14]=2)=[CH:8][CH:7]=1, predict the reactants needed to synthesize it. The reactants are: [C:1]([C:4]1[S:5][C:6]([I:9])=[CH:7][CH:8]=1)(=[O:3])[CH3:2].[CH3:10][N:11]([CH3:20])[C:12]1[CH:19]=[CH:18][C:15]([CH:16]=O)=[CH:14][CH:13]=1.[OH-].[K+]. (2) Given the product [F:1][C:2]1[CH:3]=[C:4]([CH:23]([C:14]2[C:13]([N+:10]([O-:12])=[O:11])=[C:22]3[C:17]([CH:18]=[CH:19][CH:20]=[N:21]3)=[CH:16][CH:15]=2)[OH:24])[CH:5]=[CH:6][CH:7]=1, predict the reactants needed to synthesize it. The reactants are: [F:1][C:2]1[CH:3]=[C:4]([Mg]Br)[CH:5]=[CH:6][CH:7]=1.[N+:10]([C:13]1[C:14]([CH:23]=[O:24])=[CH:15][CH:16]=[C:17]2[C:22]=1[N:21]=[CH:20][CH:19]=[CH:18]2)([O-:12])=[O:11]. (3) Given the product [Cl:1][C:2]1[CH:7]=[C:6]([F:8])[C:5]([C:9]2[C:18]3[C:13](=[CH:14][C:15]([N:19]4[CH2:24][CH2:23][O:22][CH2:21][CH2:20]4)=[CH:16][CH:17]=3)[N:12]=[CH:11][N:10]=2)=[CH:4][C:3]=1[CH:25]([OH:33])[C:26]1[CH:31]=[CH:30][C:29](=[O:32])[N:28]([CH2:35][CH3:36])[N:27]=1, predict the reactants needed to synthesize it. The reactants are: [Cl:1][C:2]1[CH:7]=[C:6]([F:8])[C:5]([C:9]2[C:18]3[C:13](=[CH:14][C:15]([N:19]4[CH2:24][CH2:23][O:22][CH2:21][CH2:20]4)=[CH:16][CH:17]=3)[N:12]=[CH:11][N:10]=2)=[CH:4][C:3]=1[CH:25]([OH:33])[C:26]1[CH:31]=[CH:30][C:29](=[O:32])[NH:28][N:27]=1.I[CH2:35][CH3:36].C(=O)([O-])[O-].[K+].[K+]. (4) Given the product [Na:38].[C:1]([C:5]1[CH:6]=[CH:7][C:8]([O:32][CH3:33])=[C:9]([CH:31]=1)[C:10]([NH:12][CH2:13][CH2:14][C:15]1[CH:16]=[CH:17][C:18]([O:29][CH3:30])=[C:19]([S:21]([NH:24][C:25]([NH:27][CH3:28])=[S:26])(=[O:22])=[O:23])[CH:20]=1)=[O:11])([CH3:4])([CH3:2])[CH3:3], predict the reactants needed to synthesize it. The reactants are: [C:1]([C:5]1[CH:6]=[CH:7][C:8]([O:32][CH3:33])=[C:9]([CH:31]=1)[C:10]([NH:12][CH2:13][CH2:14][C:15]1[CH:16]=[CH:17][C:18]([O:29][CH3:30])=[C:19]([S:21]([NH:24][C:25]([NH:27][CH3:28])=[S:26])(=[O:23])=[O:22])[CH:20]=1)=[O:11])([CH3:4])([CH3:3])[CH3:2].CO.[OH-].[Na+].[Na:38]. (5) Given the product [C:11]([O:14][CH2:9][C@@H:7]1[O:8][C@@H:2]1[C:3]([O:5][CH3:6])=[O:4])(=[O:13])[CH3:12], predict the reactants needed to synthesize it. The reactants are: Br[C@H:2]([C@H:7]([CH2:9]Br)[OH:8])[C:3]([O:5][CH3:6])=[O:4].[C:11]([O-:14])(=[O:13])[CH3:12].[K+]. (6) Given the product [NH2:8][C:7]1[C:6]2[C:5](=[CH:12][C:11]([N:13]3[CH2:17][CH2:16][N:15]([C:18]4[CH:19]=[N:20][CH:21]=[CH:22][C:23]=4[CH3:24])[C:14]3=[O:25])=[CH:10][CH:9]=2)[NH:3][N:2]=1, predict the reactants needed to synthesize it. The reactants are: O.[NH2:2][NH2:3].F[C:5]1[CH:12]=[C:11]([N:13]2[CH2:17][CH2:16][N:15]([C:18]3[CH:19]=[N:20][CH:21]=[CH:22][C:23]=3[CH3:24])[C:14]2=[O:25])[CH:10]=[CH:9][C:6]=1[C:7]#[N:8].CO. (7) Given the product [N:35]1([CH2:34][CH2:33][NH:17][CH2:18][C:19]([O:21][C:22]([CH3:23])([CH3:24])[CH3:25])=[O:20])[CH2:40][CH2:39][O:38][CH2:37][CH2:36]1, predict the reactants needed to synthesize it. The reactants are: C1(SC2C=CC(S([NH:17][CH2:18][C:19]([O:21][C:22]([CH3:25])([CH3:24])[CH3:23])=[O:20])(=O)=O)=CC=2)CCCCC1.C([O-])([O-])=O.[K+].[K+].Cl[CH2:33][CH2:34][N:35]1[CH2:40][CH2:39][O:38][CH2:37][CH2:36]1.CN(C)C(=O)C.